Dataset: Reaction yield outcomes from USPTO patents with 853,638 reactions. Task: Predict the reaction yield, written as a fraction of the theoretical maximum amount of product (1.0 means a 100% yield; for example, 0.34 means a 34% yield). The reactants are C([N:8]1[CH2:12][C@:11]2([O:23][CH3:24])[CH2:13][N:14]([C:16]([O:18][C:19]([CH3:22])([CH3:21])[CH3:20])=[O:17])[CH2:15][C@@H:10]2[CH2:9]1)C1C=CC=CC=1. The catalyst is CO.[OH-].[OH-].[Pd+2]. The product is [CH3:24][O:23][C@@:11]12[CH2:13][N:14]([C:16]([O:18][C:19]([CH3:22])([CH3:21])[CH3:20])=[O:17])[CH2:15][C@@H:10]1[CH2:9][NH:8][CH2:12]2. The yield is 0.410.